From a dataset of Forward reaction prediction with 1.9M reactions from USPTO patents (1976-2016). Predict the product of the given reaction. (1) The product is: [O:15]1[CH2:14][CH2:9][CH:10]([N:16]2[CH2:21][CH2:20][CH2:19][C@H:18]([NH:22][C:23](=[O:29])[O:24][C:25]([CH3:27])([CH3:26])[CH3:28])[CH2:17]2)[CH2:11][CH2:12]1. Given the reactants ClC1C=CC(C2[C:9]([CH:14]=[O:15])=[CH:10][CH:11]=[CH:12]C=2)=CC=1.[NH:16]1[CH2:21][CH2:20][CH2:19][C@H:18]([NH:22][C:23](=[O:29])[O:24][C:25]([CH3:28])([CH3:27])[CH3:26])[CH2:17]1.N1(C(OC(C)(C)C)=O)CCNCC1, predict the reaction product. (2) Given the reactants [CH:1]1([C@H:5]([C:7]2[CH:12]=[CH:11][CH:10]=[C:9]([CH:13]([CH3:15])[CH3:14])[C:8]=2[OH:16])[CH3:6])[CH2:4][CH2:3][CH2:2]1.[OH-].[Na+].Br[CH2:20][Cl:21], predict the reaction product. The product is: [Cl:21][CH2:20][O:16][C:8]1[C:9]([CH:13]([CH3:15])[CH3:14])=[CH:10][CH:11]=[CH:12][C:7]=1[C@@H:5]([CH:1]1[CH2:4][CH2:3][CH2:2]1)[CH3:6]. (3) Given the reactants [NH2:1][CH2:2][CH2:3][C@H:4]([NH:15][C:16](=[O:31])[C:17]1[CH:22]=[CH:21][C:20]([C:23]([N:25]2[CH2:29][CH:28]=[CH:27][CH2:26]2)=[O:24])=[C:19]([CH3:30])[CH:18]=1)[C:5]1[NH:9][C:8]2[CH:10]=[CH:11][C:12]([Cl:14])=[CH:13][C:7]=2[N:6]=1.[CH3:32][S:33](Cl)(=[O:35])=[O:34].C(N(CC)CC)C.ClCl, predict the reaction product. The product is: [Cl:14][C:12]1[CH:11]=[CH:10][C:8]2[NH:9][C:5]([C@@H:4]([NH:15][C:16](=[O:31])[C:17]3[CH:22]=[CH:21][C:20]([C:23]([N:25]4[CH2:29][CH:28]=[CH:27][CH2:26]4)=[O:24])=[C:19]([CH3:30])[CH:18]=3)[CH2:3][CH2:2][NH:1][S:33]([CH3:32])(=[O:35])=[O:34])=[N:6][C:7]=2[CH:13]=1. (4) Given the reactants [I:1][C:2]1[CH:9]=[CH:8][CH:7]=[CH:6][C:3]=1[CH2:4][OH:5].CCN(C(C)C)C(C)C.[CH2:19](Cl)[O:20][CH3:21].[NH4+].[Cl-], predict the reaction product. The product is: [I:1][C:2]1[CH:9]=[CH:8][CH:7]=[CH:6][C:3]=1[CH2:4][O:5][CH2:19][O:20][CH3:21].